From a dataset of CYP2C9 substrate classification data from Carbon-Mangels et al.. Regression/Classification. Given a drug SMILES string, predict its absorption, distribution, metabolism, or excretion properties. Task type varies by dataset: regression for continuous measurements (e.g., permeability, clearance, half-life) or binary classification for categorical outcomes (e.g., BBB penetration, CYP inhibition). Dataset: cyp2c9_substrate_carbonmangels. (1) The molecule is COC(=O)C1=C(C#N)NC(C)=C(C(=O)OC(C)C)[C@H]1c1cccc([N+](=O)[O-])c1. The result is 0 (non-substrate). (2) The molecule is CN1CCN(CCCN2c3ccccc3Sc3ccc(C(F)(F)F)cc32)CC1. The result is 0 (non-substrate). (3) The molecule is CC[C@@H]1C(=O)OC[C@@H]1Cc1cncn1C. The result is 0 (non-substrate). (4) The molecule is CN(C)c1ccc([C@H]2C[C@@]3(C)[C@@H](CC[C@@]3(O)/C=C/CO)[C@@H]3CCC4=CC(=O)CCC4=C32)cc1. The result is 0 (non-substrate). (5) The compound is C[C@H](Cn1cnc2c(N)ncnc21)OCP(=O)(O)O. The result is 0 (non-substrate). (6) The compound is O=C1CN=C(c2ccccc2Cl)c2cc([N+](=O)[O-])ccc2N1. The result is 0 (non-substrate). (7) The result is 0 (non-substrate). The compound is COC1=CC(=O)O[C@H]1[C@H](O)c1ccccc1Cl. (8) The compound is Nc1ccc(S(=O)(=O)Nc2ccnn2-c2ccccc2)cc1. The result is 0 (non-substrate). (9) The molecule is CC(C)(C)NC[C@H](O)COc1nsnc1N1CCOCC1. The result is 0 (non-substrate). (10) The drug is C[C@H](C(=O)O)c1cccc(C(=O)c2cccs2)c1. The result is 1 (substrate).